This data is from Reaction yield outcomes from USPTO patents with 853,638 reactions. The task is: Predict the reaction yield, written as a fraction of the theoretical maximum amount of product (1.0 means a 100% yield; for example, 0.34 means a 34% yield). (1) The reactants are [CH2:1](O)[CH2:2][CH2:3][CH2:4][CH2:5][CH2:6][CH:7]=[CH:8][CH:9]=[CH:10][CH2:11][CH3:12].N1C=CC=CC=1.CN(C)C=O.CS([Cl:29])(=O)=O. The catalyst is CCCCCC.O. The product is [Cl:29][CH2:1][CH2:2][CH2:3][CH2:4][CH2:5][CH2:6][CH:7]=[CH:8][CH:9]=[CH:10][CH2:11][CH3:12]. The yield is 0.877. (2) The reactants are [Al+3].[Cl-].[Cl-].[Cl-].ClCCCC(Cl)=O.C(C1C=CC=CC=1CC(O)=O)C.C([C:26]1[CH:31]=[CH:30][C:29]([CH2:32][C:33]([OH:35])=[O:34])=[C:28]([C:36](=[O:41])[CH2:37][CH2:38][CH2:39]Cl)[CH:27]=1)C.[Li+].[OH-]. The catalyst is C(Cl)Cl.O.C(O)C. The product is [CH:37]1([C:36]([C:28]2[CH:27]=[CH:26][CH:31]=[CH:30][C:29]=2[CH2:32][C:33]([OH:35])=[O:34])=[O:41])[CH2:38][CH2:39]1. The yield is 0.110. (3) The reactants are C(OC([N:8]1[CH2:13][CH2:12][CH:11]([NH:14][CH2:15][CH:16]([OH:25])[C:17]2[CH:22]=[CH:21][N:20]=[C:19]([S:23][CH3:24])[N:18]=2)[CH2:10][CH2:9]1)=O)(C)(C)C.CCOC(C)=O.[ClH:32]. The catalyst is O1CCOCC1. The product is [ClH:32].[ClH:32].[CH3:24][S:23][C:19]1[N:18]=[C:17]([CH:16]([OH:25])[CH2:15][NH:14][CH:11]2[CH2:10][CH2:9][NH:8][CH2:13][CH2:12]2)[CH:22]=[CH:21][N:20]=1. The yield is 0.932. (4) The reactants are Cl[C:2]1[N:3]=[C:4]([N:14]2[CH2:19][CH2:18][O:17][CH2:16][CH2:15]2)[C:5]2[O:11][CH2:10][C:9]([CH3:13])([CH3:12])[O:8][C:6]=2[N:7]=1.CC1(C)C(C)(C)OB([C:28]2[CH:33]=[CH:32][C:31]([NH:34][C:35](=[O:37])[CH3:36])=[CH:30][CH:29]=2)O1.C(=O)([O-])[O-].[Na+].[Na+]. The catalyst is C(#N)C.Cl[Pd](Cl)([P](C1C=CC=CC=1)(C1C=CC=CC=1)C1C=CC=CC=1)[P](C1C=CC=CC=1)(C1C=CC=CC=1)C1C=CC=CC=1. The product is [CH3:12][C:9]1([CH3:13])[O:8][C:6]2[N:7]=[C:2]([C:28]3[CH:33]=[CH:32][C:31]([NH:34][C:35](=[O:37])[CH3:36])=[CH:30][CH:29]=3)[N:3]=[C:4]([N:14]3[CH2:19][CH2:18][O:17][CH2:16][CH2:15]3)[C:5]=2[O:11][CH2:10]1. The yield is 0.590. (5) The reactants are [C:1]([S:5][CH2:6][CH:7]([CH2:11][C:12]1[CH:17]=[CH:16][CH:15]=[C:14]([Br:18])[CH:13]=1)[C:8]([OH:10])=O)([CH3:4])([CH3:3])[CH3:2].Cl.[CH2:20]([O:27][C:28](=[O:31])[CH2:29][NH2:30])[C:21]1[CH:26]=[CH:25][CH:24]=[CH:23][CH:22]=1.C(N(CC)CC)C.C1C=CC2N(O)N=NC=2C=1.C1(N=C=NC2CCCCC2)CCCCC1. The catalyst is C(Cl)Cl.C1COCC1. The product is [CH2:20]([O:27][C:28](=[O:31])[CH2:29][NH:30][C:8](=[O:10])[CH:7]([CH2:6][S:5][C:1]([CH3:2])([CH3:3])[CH3:4])[CH2:11][C:12]1[CH:17]=[CH:16][CH:15]=[C:14]([Br:18])[CH:13]=1)[C:21]1[CH:26]=[CH:25][CH:24]=[CH:23][CH:22]=1. The yield is 0.790. (6) The reactants are [CH3:1][N:2]([CH3:26])[C:3](=O)[CH2:4][C:5]1[C:13]2[C:8](=[C:9]([F:22])[CH:10]=[C:11]([CH2:16][CH2:17][C:18](OC)=[O:19])[C:12]=2[O:14][CH3:15])[N:7]([CH2:23][CH3:24])[CH:6]=1.[H-].[H-].[H-].[H-].[Li+].[Al+3]. The catalyst is C1COCC1. The product is [CH3:26][N:2]([CH3:1])[CH2:3][CH2:4][C:5]1[C:13]2[C:8](=[C:9]([F:22])[CH:10]=[C:11]([CH2:16][CH2:17][CH2:18][OH:19])[C:12]=2[O:14][CH3:15])[N:7]([CH2:23][CH3:24])[CH:6]=1. The yield is 0.230. (7) The reactants are [CH3:1][O:2][C:3](=[O:31])[NH:4][CH:5]([C:9]([N:11]1[CH:18]([C:19]2[NH:20][C:21]([C:24]3[CH:29]=[CH:28][C:27](Br)=[CH:26][CH:25]=3)=[CH:22][N:23]=2)[CH2:17][C:13]2([CH2:16][CH2:15][CH2:14]2)[O:12]1)=[O:10])[CH:6]([CH3:8])[CH3:7].[B:32]1([B:32]2[O:36][C:35]([CH3:38])([CH3:37])[C:34]([CH3:40])([CH3:39])[O:33]2)[O:36][C:35]([CH3:38])([CH3:37])[C:34]([CH3:40])([CH3:39])[O:33]1.C([O-])(=O)C.[K+]. The catalyst is O1CCOCC1.C1C=CC(P(C2C=CC=CC=2)[C-]2C=CC=C2)=CC=1.C1C=CC(P(C2C=CC=CC=2)[C-]2C=CC=C2)=CC=1.Cl[Pd]Cl.[Fe+2]. The product is [CH3:1][O:2][C:3](=[O:31])[NH:4][CH:5]([C:9]([N:11]1[CH:18]([C:19]2[NH:20][C:21]([C:24]3[CH:29]=[CH:28][C:27]([B:32]4[O:36][C:35]([CH3:38])([CH3:37])[C:34]([CH3:40])([CH3:39])[O:33]4)=[CH:26][CH:25]=3)=[CH:22][N:23]=2)[CH2:17][C:13]2([CH2:16][CH2:15][CH2:14]2)[O:12]1)=[O:10])[CH:6]([CH3:8])[CH3:7]. The yield is 0.870.